From a dataset of Forward reaction prediction with 1.9M reactions from USPTO patents (1976-2016). Predict the product of the given reaction. (1) Given the reactants O=P(Cl)(Cl)Cl.[CH2:6]([N:13]1[C:21]2[CH:20]=[C:19]([Cl:22])[N:18]=[CH:17][C:16]=2[CH:15]=[C:14]1[CH:23]([CH3:25])[CH3:24])[C:7]1[CH:12]=[CH:11][CH:10]=[CH:9][CH:8]=1.CN([CH:29]=[O:30])C, predict the reaction product. The product is: [CH2:6]([N:13]1[C:21]2[CH:20]=[C:19]([Cl:22])[N:18]=[CH:17][C:16]=2[C:15]([CH:29]=[O:30])=[C:14]1[CH:23]([CH3:25])[CH3:24])[C:7]1[CH:8]=[CH:9][CH:10]=[CH:11][CH:12]=1. (2) Given the reactants [H-].[Na+].[C:3]([O:7][C:8]([NH:10][C@@H:11]([CH2:15][OH:16])[C:12]([OH:14])=[O:13])=[O:9])([CH3:6])([CH3:5])[CH3:4].F[C:18]1[CH:23]=[CH:22][CH:21]=[CH:20][C:19]=1[N+:24]([O-:26])=[O:25].Cl, predict the reaction product. The product is: [C:3]([O:7][C:8]([NH:10][C@@H:11]([CH2:15][O:16][C:18]1[CH:23]=[CH:22][CH:21]=[CH:20][C:19]=1[N+:24]([O-:26])=[O:25])[C:12]([OH:14])=[O:13])=[O:9])([CH3:6])([CH3:5])[CH3:4]. (3) The product is: [CH3:33][N:35]([CH2:20][C:18]1[N:17]([CH2:22][C:23]2[S:24][C:25]([C:28]([F:31])([F:29])[F:30])=[CH:26][CH:27]=2)[C:16](=[O:32])[N:15]=[C:14]([N:11]2[CH2:10][CH2:9][N:8]([C:5]3[CH:6]=[CH:7][C:2]([F:1])=[CH:3][CH:4]=3)[CH2:13][CH2:12]2)[N:19]=1)[CH3:36]. Given the reactants [F:1][C:2]1[CH:7]=[CH:6][C:5]([N:8]2[CH2:13][CH2:12][N:11]([C:14]3[N:19]=[C:18]([CH2:20]O)[N:17]([CH2:22][C:23]4[S:24][C:25]([C:28]([F:31])([F:30])[F:29])=[CH:26][CH:27]=4)[C:16](=[O:32])[N:15]=3)[CH2:10][CH2:9]2)=[CH:4][CH:3]=1.[CH2:33]([N:35](CC)[CH2:36]C)C.CS(Cl)(=O)=O.CNC, predict the reaction product. (4) Given the reactants C([O:3][C:4](=O)[CH2:5][CH:6]1[S:10][C:9]([C:11]2[NH:12][C:13]3[C:18]([CH:19]=2)=[C:17]([CH3:20])[CH:16]=[CH:15][C:14]=3[N:21]([CH3:30])[S:22]([C:25]2[S:26][CH:27]=[CH:28][CH:29]=2)(=[O:24])=[O:23])=[N:8][CH2:7]1)C.[BH4-].[Li+].O1CCCC1.C(O)(=O)CC(CC(O)=O)(C(O)=O)O, predict the reaction product. The product is: [OH:3][CH2:4][CH2:5][CH:6]1[S:10][C:9]([C:11]2[NH:12][C:13]3[C:18]([CH:19]=2)=[C:17]([CH3:20])[CH:16]=[CH:15][C:14]=3[N:21]([CH3:30])[S:22]([C:25]2[S:26][CH:27]=[CH:28][CH:29]=2)(=[O:24])=[O:23])=[N:8][CH2:7]1.